This data is from Full USPTO retrosynthesis dataset with 1.9M reactions from patents (1976-2016). The task is: Predict the reactants needed to synthesize the given product. Given the product [C:55]1([CH:33]([C:27]2[CH:32]=[CH:31][CH:30]=[CH:29][CH:28]=2)[N:34]2[C:42]3[C:37](=[CH:38][CH:39]=[CH:40][CH:41]=3)[CH:36]([C:43]3[C:51]([OH:52])=[CH:50][C:46]4[O:47][CH2:48][O:49][C:45]=4[CH:44]=3)[C:35]2=[O:54])[CH:56]=[CH:57][CH:58]=[CH:59][CH:60]=1, predict the reactants needed to synthesize it. The reactants are: C1(CCN2C3C(=CC=CC=3)C(O)(C3C(O)=CC4OCOC=4C=3)C2=O)CC1.[C:27]1([CH:33]([C:55]2[CH:60]=[CH:59][CH:58]=[CH:57][CH:56]=2)[N:34]2[C:42]3[C:37](=[CH:38][CH:39]=[CH:40][CH:41]=3)[C:36](O)([C:43]3[C:51]([OH:52])=[CH:50][C:46]4[O:47][CH2:48][O:49][C:45]=4[CH:44]=3)[C:35]2=[O:54])[CH:32]=[CH:31][CH:30]=[CH:29][CH:28]=1.